Dataset: Forward reaction prediction with 1.9M reactions from USPTO patents (1976-2016). Task: Predict the product of the given reaction. (1) Given the reactants [F:1][C:2]1[CH:7]=[CH:6][C:5]([NH:8][C:9]([C:11]2([C:14](Cl)=[O:15])[CH2:13][CH2:12]2)=[O:10])=[CH:4][CH:3]=1.[CH3:17][O:18][C:19]1[CH:20]=[C:21]2[C:26](=[CH:27][C:28]=1[O:29][CH3:30])[N:25]=[CH:24][CH:23]=[C:22]2[O:31][C:32]1[CH:37]=[CH:36][C:35]([NH2:38])=[CH:34][CH:33]=1.C(=O)([O-])[O-].[K+].[K+].O, predict the reaction product. The product is: [CH3:17][O:18][C:19]1[CH:20]=[C:21]2[C:26](=[CH:27][C:28]=1[O:29][CH3:30])[N:25]=[CH:24][CH:23]=[C:22]2[O:31][C:32]1[CH:33]=[CH:34][C:35]([NH:38][C:14]([C:11]2([C:9]([NH:8][C:5]3[CH:6]=[CH:7][C:2]([F:1])=[CH:3][CH:4]=3)=[O:10])[CH2:13][CH2:12]2)=[O:15])=[CH:36][CH:37]=1. (2) Given the reactants [C:1]([CH:3]=[CH:4][C@H:5]1[CH2:10][CH2:9][C@H:8]([NH:11][C:12](=[O:18])[O:13][C:14]([CH3:17])([CH3:16])[CH3:15])[CH2:7][CH2:6]1)#[N:2], predict the reaction product. The product is: [C:14]([O:13][C:12](=[O:18])[NH:11][C@H:8]1[CH2:7][CH2:6][C@H:5]([CH2:4][CH2:3][C:1]#[N:2])[CH2:10][CH2:9]1)([CH3:17])([CH3:15])[CH3:16]. (3) Given the reactants [C:1]12([NH:11][C:12]3[N:17]=[C:16]([C:18]([F:21])([F:20])[F:19])[C:15]([C:22](O)=[O:23])=[CH:14][N:13]=3)[CH2:10][CH:5]3[CH2:6][CH:7]([CH2:9][CH:3]([CH2:4]3)[CH2:2]1)[CH2:8]2.Cl.[F:26][C:27]([F:35])([F:34])[CH:28]1[CH2:33][CH2:32][NH:31][CH2:30][CH2:29]1.ON1C2C=CC=CC=2N=N1.Cl.C(N=C=NCCCN(C)C)C.C(N(CC)C(C)C)(C)C.C(=O)([O-])O.[Na+], predict the reaction product. The product is: [C:1]12([NH:11][C:12]3[N:17]=[C:16]([C:18]([F:19])([F:21])[F:20])[C:15]([C:22]([N:31]4[CH2:32][CH2:33][CH:28]([C:27]([F:35])([F:34])[F:26])[CH2:29][CH2:30]4)=[O:23])=[CH:14][N:13]=3)[CH2:8][CH:7]3[CH2:6][CH:5]([CH2:4][CH:3]([CH2:9]3)[CH2:2]1)[CH2:10]2. (4) Given the reactants S=[C:2]1[CH2:6][S:5][C:4](=[O:7])[NH:3]1.[CH2:8]([NH2:11])[CH:9]=[CH2:10].S(C1C=CC(C)=CC=1)(O)(=O)=O.[F:23][C:24]([F:45])([F:44])[C:25]1[CH:39]=[C:38]([C:40]([F:43])([F:42])[F:41])[CH:37]=[CH:36][C:26]=1[CH2:27][N:28]1[CH2:33][CH2:32][CH:31]([CH:34]=O)[CH2:30][CH2:29]1.CC(C)([O-])C.[K+].[Cl-].[NH4+], predict the reaction product. The product is: [F:23][C:24]([F:45])([F:44])[C:25]1[CH:39]=[C:38]([C:40]([F:43])([F:42])[F:41])[CH:37]=[CH:36][C:26]=1[CH2:27][N:28]1[CH2:33][CH2:32][CH:31](/[CH:34]=[C:6]2/[C:2]([NH:11][CH2:8][CH:9]=[CH2:10])=[N:3][C:4](=[O:7])[S:5]/2)[CH2:30][CH2:29]1. (5) Given the reactants [CH3:1][O:2][C:3]([NH:5][C@@H:6]1[CH:14]2[C:15](=[O:22])[CH2:16][C@H:17]([C:19]([OH:21])=[O:20])[CH2:18][N:12]3[C:13]2=[C:9]([CH:10]=[CH:11]3)[C:8](=[O:23])[CH2:7]1)=[O:4].CN(C(ON1N=NC2C=CC=NC1=2)=[N+](C)C)C.F[P-](F)(F)(F)(F)F.CCN(C(C)C)C(C)C.[Br:57][C:58]1[CH:63]=[CH:62][C:61]([C:64](=[O:68])[CH2:65]NBr)=[CH:60][CH:59]=1.Cl, predict the reaction product. The product is: [Br:57][C:58]1[CH:63]=[CH:62][C:61]([C:64](=[O:68])[CH2:65][O:20][C:19]([C@@H:17]2[CH2:18][N:12]3[C:13]4[CH:14]([C@@H:6]([NH:5][C:3]([O:2][CH3:1])=[O:4])[CH2:7][C:8](=[O:23])[C:9]=4[CH:10]=[CH:11]3)[C:15](=[O:22])[CH2:16]2)=[O:21])=[CH:60][CH:59]=1. (6) Given the reactants [CH2:1]([O:8][C:9]1[C:10]([N+:23]([O-])=O)=[N:11][CH:12]=[C:13]([O:15][C:16]2[CH:21]=[CH:20][CH:19]=[CH:18][C:17]=2[Cl:22])[CH:14]=1)[C:2]1[CH:7]=[CH:6][CH:5]=[CH:4][CH:3]=1, predict the reaction product. The product is: [CH2:1]([O:8][C:9]1[C:10]([NH2:23])=[N:11][CH:12]=[C:13]([O:15][C:16]2[CH:21]=[CH:20][CH:19]=[CH:18][C:17]=2[Cl:22])[CH:14]=1)[C:2]1[CH:7]=[CH:6][CH:5]=[CH:4][CH:3]=1.